Dataset: Forward reaction prediction with 1.9M reactions from USPTO patents (1976-2016). Task: Predict the product of the given reaction. (1) Given the reactants [N:1]1[CH:6]=[CH:5][CH:4]=[CH:3][C:2]=1[C:7]#[N:8].CC(C)([O-])C.[K+].[C:15](#[N:17])[CH3:16].C(=O)(O)[O-].[K+], predict the reaction product. The product is: [NH2:8][C:7]([C:2]1[CH:3]=[CH:4][CH:5]=[CH:6][N:1]=1)=[CH:16][C:15]#[N:17]. (2) Given the reactants [CH:1]1([CH2:7][C@H:8]([NH:11][C:12](=[O:18])[O:13][C:14]([CH3:17])([CH3:16])[CH3:15])[CH2:9][OH:10])[CH2:6][CH2:5][CH2:4][CH2:3][CH2:2]1.CC(OI1(OC(C)=O)(OC(C)=O)OC(=O)C2C=CC=CC1=2)=O, predict the reaction product. The product is: [CH:1]1([CH2:7][C@H:8]([NH:11][C:12](=[O:18])[O:13][C:14]([CH3:16])([CH3:15])[CH3:17])[CH:9]=[O:10])[CH2:2][CH2:3][CH2:4][CH2:5][CH2:6]1. (3) Given the reactants [OH-].[Na+].[CH3:3][NH:4][C:5]1[N:10]=[C:9]([CH2:11][CH2:12][O:13][C:14]2[CH:15]=[CH:16][C:17]3[C:21]([CH2:22][CH2:23][C:24]([O:26]CC)=[O:25])=[CH:20][O:19][C:18]=3[CH:29]=2)[CH:8]=[CH:7][CH:6]=1, predict the reaction product. The product is: [CH3:3][NH:4][C:5]1[N:10]=[C:9]([CH2:11][CH2:12][O:13][C:14]2[CH:15]=[CH:16][C:17]3[C:21]([CH2:22][CH2:23][C:24]([OH:26])=[O:25])=[CH:20][O:19][C:18]=3[CH:29]=2)[CH:8]=[CH:7][CH:6]=1.